This data is from NCI-60 drug combinations with 297,098 pairs across 59 cell lines. The task is: Regression. Given two drug SMILES strings and cell line genomic features, predict the synergy score measuring deviation from expected non-interaction effect. (1) Drug 1: CC=C1C(=O)NC(C(=O)OC2CC(=O)NC(C(=O)NC(CSSCCC=C2)C(=O)N1)C(C)C)C(C)C. Drug 2: C1CN(P(=O)(OC1)NCCCl)CCCl. Cell line: PC-3. Synergy scores: CSS=51.5, Synergy_ZIP=2.60, Synergy_Bliss=0.966, Synergy_Loewe=-74.1, Synergy_HSA=-2.46. (2) Drug 1: CC1=C(C=C(C=C1)NC2=NC=CC(=N2)N(C)C3=CC4=NN(C(=C4C=C3)C)C)S(=O)(=O)N.Cl. Drug 2: C1=NC(=NC(=O)N1C2C(C(C(O2)CO)O)O)N. Cell line: ACHN. Synergy scores: CSS=29.8, Synergy_ZIP=-3.34, Synergy_Bliss=2.75, Synergy_Loewe=5.46, Synergy_HSA=6.29. (3) Synergy scores: CSS=12.5, Synergy_ZIP=-2.06, Synergy_Bliss=2.20, Synergy_Loewe=-1.68, Synergy_HSA=0.0648. Drug 1: CNC(=O)C1=CC=CC=C1SC2=CC3=C(C=C2)C(=NN3)C=CC4=CC=CC=N4. Drug 2: C(CCl)NC(=O)N(CCCl)N=O. Cell line: SW-620. (4) Drug 1: C1CCC(C1)C(CC#N)N2C=C(C=N2)C3=C4C=CNC4=NC=N3. Drug 2: C#CCC(CC1=CN=C2C(=N1)C(=NC(=N2)N)N)C3=CC=C(C=C3)C(=O)NC(CCC(=O)O)C(=O)O. Cell line: RXF 393. Synergy scores: CSS=-5.11, Synergy_ZIP=-1.03, Synergy_Bliss=-5.12, Synergy_Loewe=-8.56, Synergy_HSA=-6.46. (5) Drug 1: CCC1(CC2CC(C3=C(CCN(C2)C1)C4=CC=CC=C4N3)(C5=C(C=C6C(=C5)C78CCN9C7C(C=CC9)(C(C(C8N6C=O)(C(=O)OC)O)OC(=O)C)CC)OC)C(=O)OC)O.OS(=O)(=O)O. Drug 2: CC1C(C(CC(O1)OC2CC(OC(C2O)C)OC3=CC4=CC5=C(C(=O)C(C(C5)C(C(=O)C(C(C)O)O)OC)OC6CC(C(C(O6)C)O)OC7CC(C(C(O7)C)O)OC8CC(C(C(O8)C)O)(C)O)C(=C4C(=C3C)O)O)O)O. Cell line: T-47D. Synergy scores: CSS=25.0, Synergy_ZIP=2.37, Synergy_Bliss=-0.0152, Synergy_Loewe=-5.64, Synergy_HSA=-5.06. (6) Drug 1: CC(C1=C(C=CC(=C1Cl)F)Cl)OC2=C(N=CC(=C2)C3=CN(N=C3)C4CCNCC4)N. Drug 2: C1CCN(CC1)CCOC2=CC=C(C=C2)C(=O)C3=C(SC4=C3C=CC(=C4)O)C5=CC=C(C=C5)O. Cell line: COLO 205. Synergy scores: CSS=15.9, Synergy_ZIP=1.97, Synergy_Bliss=13.6, Synergy_Loewe=1.95, Synergy_HSA=8.21. (7) Drug 1: COC1=NC(=NC2=C1N=CN2C3C(C(C(O3)CO)O)O)N. Drug 2: C1CN1C2=NC(=NC(=N2)N3CC3)N4CC4. Cell line: SK-MEL-28. Synergy scores: CSS=15.2, Synergy_ZIP=-7.05, Synergy_Bliss=-2.92, Synergy_Loewe=-4.39, Synergy_HSA=-0.417. (8) Drug 1: CCC(=C(C1=CC=CC=C1)C2=CC=C(C=C2)OCCN(C)C)C3=CC=CC=C3.C(C(=O)O)C(CC(=O)O)(C(=O)O)O. Drug 2: C1CN(CCN1C(=O)CCBr)C(=O)CCBr. Cell line: SNB-75. Synergy scores: CSS=12.3, Synergy_ZIP=-4.43, Synergy_Bliss=-1.01, Synergy_Loewe=-2.58, Synergy_HSA=-1.09. (9) Drug 2: CC(C)(C#N)C1=CC(=CC(=C1)CN2C=NC=N2)C(C)(C)C#N. Cell line: HT29. Drug 1: C1CCC(CC1)NC(=O)N(CCCl)N=O. Synergy scores: CSS=0.708, Synergy_ZIP=-4.63, Synergy_Bliss=-1.55, Synergy_Loewe=-4.28, Synergy_HSA=-3.82. (10) Drug 1: CC1C(C(CC(O1)OC2CC(CC3=C2C(=C4C(=C3O)C(=O)C5=C(C4=O)C(=CC=C5)OC)O)(C(=O)CO)O)N)O.Cl. Drug 2: CC1C(C(CC(O1)OC2CC(CC3=C2C(=C4C(=C3O)C(=O)C5=CC=CC=C5C4=O)O)(C(=O)C)O)N)O. Cell line: SNB-75. Synergy scores: CSS=60.6, Synergy_ZIP=-2.73, Synergy_Bliss=-0.0334, Synergy_Loewe=1.28, Synergy_HSA=5.85.